From a dataset of Full USPTO retrosynthesis dataset with 1.9M reactions from patents (1976-2016). Predict the reactants needed to synthesize the given product. (1) Given the product [C:1]([CH:5]1[N:14]2[C:9](=[CH:10][C:11](=[O:20])[C:12]([C:15]([O:17][CH2:18][CH3:19])=[O:16])=[CH:13]2)[C:8]2[CH:21]=[C:22]([O:26][CH3:27])[C:23]([O:25][CH2:47][C:46]([F:50])([F:49])[CH2:45][OH:44])=[CH:24][C:7]=2[CH2:6]1)([CH3:2])([CH3:3])[CH3:4], predict the reactants needed to synthesize it. The reactants are: [C:1]([CH:5]1[N:14]2[C:9](=[CH:10][C:11](=[O:20])[C:12]([C:15]([O:17][CH2:18][CH3:19])=[O:16])=[CH:13]2)[C:8]2[CH:21]=[C:22]([O:26][CH3:27])[C:23]([OH:25])=[CH:24][C:7]=2[CH2:6]1)([CH3:4])([CH3:3])[CH3:2].C(=O)([O-])[O-].[K+].[K+].CC1C=CC(S([O:44][CH2:45][C:46]([F:50])([F:49])[CH2:47]O)(=O)=O)=CC=1.O. (2) Given the product [OH:18][CH2:17][C@@H:12]([N:11]([CH3:20])[C:9](=[O:10])[O:8][CH2:1][C:2]1[CH:3]=[CH:4][CH:5]=[CH:6][CH:7]=1)[C@@H:13]([CH3:14])[CH2:15][CH3:16], predict the reactants needed to synthesize it. The reactants are: [CH2:1]([O:8][C:9]([N:11]([CH3:20])[C@H:12]([C:17](O)=[O:18])[C@H:13]([CH2:15][CH3:16])[CH3:14])=[O:10])[C:2]1[CH:7]=[CH:6][CH:5]=[CH:4][CH:3]=1.B.O1CCCC1.O. (3) Given the product [Cl:1][C:2]1[C:3]([O:12][C:13]2[CH:18]=[C:17]([O:19][C:20]3[N:21]=[CH:22][CH:23]=[CH:24][N:25]=3)[CH:16]=[CH:15][C:14]=2/[CH:26]=[CH:27]/[C:28]([OH:30])=[O:29])=[N:4][CH:5]=[C:6]([C:8]([F:11])([F:10])[F:9])[CH:7]=1, predict the reactants needed to synthesize it. The reactants are: [Cl:1][C:2]1[C:3]([O:12][C:13]2[CH:18]=[C:17]([O:19][C:20]3[N:25]=[CH:24][CH:23]=[CH:22][N:21]=3)[CH:16]=[CH:15][C:14]=2/[CH:26]=[CH:27]/[C:28]([O:30]CC)=[O:29])=[N:4][CH:5]=[C:6]([C:8]([F:11])([F:10])[F:9])[CH:7]=1.[OH-].[Na+].O1CCCC1. (4) The reactants are: [Cl:1][C:2]1[CH:3]=[C:4]([CH:35]=[CH:36][C:37]=1[O:38][CH3:39])[CH2:5][N:6]1[C:11]([CH3:12])=[CH:10][C:9]([O:13][CH2:14][C:15]2[CH:32]=[CH:31][CH:30]=[CH:29][C:16]=2[CH2:17][N:18]2[C:26](=[O:27])[C:25]3[C:20](=[CH:21][CH:22]=[CH:23][CH:24]=3)[C:19]2=[O:28])=[C:8](I)[C:7]1=[O:34].[CH3:40][Sn](C)(C)C.[Cl-].[Li+].C(Cl)Cl. Given the product [Cl:1][C:2]1[CH:3]=[C:4]([CH:35]=[CH:36][C:37]=1[O:38][CH3:39])[CH2:5][N:6]1[C:11]([CH3:12])=[CH:10][C:9]([O:13][CH2:14][C:15]2[CH:32]=[CH:31][CH:30]=[CH:29][C:16]=2[CH2:17][N:18]2[C:26](=[O:27])[C:25]3[C:20](=[CH:21][CH:22]=[CH:23][CH:24]=3)[C:19]2=[O:28])=[C:8]([CH3:40])[C:7]1=[O:34], predict the reactants needed to synthesize it. (5) Given the product [CH3:25][O:26][CH2:27][CH2:28][O:29][C:30]1[CH:38]=[C:37]2[C:33]([C:34]([CH:8]([C:7]3[C:2]([CH3:1])=[C:3]([NH:14][C:15](=[O:24])[O:16][CH2:17][C:18]4[CH:23]=[CH:22][CH:21]=[CH:20][CH:19]=4)[CH:4]=[CH:5][CH:6]=3)[CH:9]([N+:11]([O-:13])=[O:12])[CH3:10])=[CH:35][NH:36]2)=[CH:32][CH:31]=1, predict the reactants needed to synthesize it. The reactants are: [CH3:1][C:2]1[C:7](/[CH:8]=[C:9](/[N+:11]([O-:13])=[O:12])\[CH3:10])=[CH:6][CH:5]=[CH:4][C:3]=1[NH:14][C:15](=[O:24])[O:16][CH2:17][C:18]1[CH:23]=[CH:22][CH:21]=[CH:20][CH:19]=1.[CH3:25][O:26][CH2:27][CH2:28][O:29][C:30]1[CH:38]=[C:37]2[C:33]([CH:34]=[CH:35][NH:36]2)=[CH:32][CH:31]=1. (6) Given the product [N:4]1[C:5]2[C:10](=[CH:9][CH:8]=[CH:7][CH:6]=2)[CH:11]=[C:2]([B:12]([OH:17])[OH:13])[CH:3]=1, predict the reactants needed to synthesize it. The reactants are: Br[C:2]1[CH:3]=[N:4][C:5]2[C:10]([CH:11]=1)=[CH:9][CH:8]=[CH:7][CH:6]=2.[B:12](OC(C)C)([O:17]C(C)C)[O:13]C(C)C.[Li]CCCC.Cl. (7) Given the product [Si:1]([O:8][CH2:9][C@@H:10]([N:16]([CH3:29])[C:17]([NH:19][CH2:20][C:21]1[CH:26]=[CH:25][CH:24]=[C:23]([F:27])[C:22]=1[Cl:28])=[O:18])[CH2:11][CH2:12][C:13]([N:64]1[CH2:63][CH2:62][N:61]([C:54]([O:56][C:57]([CH3:60])([CH3:59])[CH3:58])=[O:55])[CH2:66][CH2:65]1)=[O:14])([C:4]([CH3:5])([CH3:7])[CH3:6])([CH3:2])[CH3:3], predict the reactants needed to synthesize it. The reactants are: [Si:1]([O:8][CH2:9][C@@H:10]([N:16]([CH3:29])[C:17]([NH:19][CH2:20][C:21]1[CH:26]=[CH:25][CH:24]=[C:23]([F:27])[C:22]=1[Cl:28])=[O:18])[CH2:11][CH2:12][C:13](O)=[O:14])([C:4]([CH3:7])([CH3:6])[CH3:5])([CH3:3])[CH3:2].CN(C(ON1N=NC2C=CC=CC1=2)=[N+](C)C)C.F[P-](F)(F)(F)(F)F.[C:54]([N:61]1[CH2:66][CH2:65][NH:64][CH2:63][CH2:62]1)([O:56][C:57]([CH3:60])([CH3:59])[CH3:58])=[O:55].CCN(C(C)C)C(C)C.